This data is from Catalyst prediction with 721,799 reactions and 888 catalyst types from USPTO. The task is: Predict which catalyst facilitates the given reaction. (1) Reactant: N(C(C)C)C(C)C.[Li]CCCC.[Br:13][C:14]1[CH:19]=[CH:18][C:17]([F:20])=[C:16]([F:21])[C:15]=1[F:22].[C:23](=[O:25])=[O:24]. Product: [Br:13][C:14]1[C:15]([F:22])=[C:16]([F:21])[C:17]([F:20])=[C:18]([CH:19]=1)[C:23]([OH:25])=[O:24]. The catalyst class is: 1. (2) Reactant: Cl.[CH3:2][C:3]([C:13]1[CH:17]=[C:16]([NH:18][C:19](=[O:32])[C:20]([CH3:31])([S:22]([CH:25]2[CH2:30][CH2:29][O:28][CH2:27][CH2:26]2)(=[O:24])=[O:23])[CH3:21])[O:15][N:14]=1)([CH3:12])[CH2:4][O:5]C1CCCCO1. Product: [OH:5][CH2:4][C:3]([C:13]1[CH:17]=[C:16]([NH:18][C:19](=[O:32])[C:20]([CH3:31])([S:22]([CH:25]2[CH2:26][CH2:27][O:28][CH2:29][CH2:30]2)(=[O:24])=[O:23])[CH3:21])[O:15][N:14]=1)([CH3:12])[CH3:2]. The catalyst class is: 8. (3) Reactant: C([O:5][C:6]([N:8]1[CH2:13][CH2:12][N:11]([C:14]2[CH:19]=[CH:18][C:17]([N:20]3[CH2:24][C@H:23]([CH2:25][NH:26][C:27]([O:29]C)=[S:28])[O:22][C:21]3=[O:31])=[CH:16][C:15]=2[F:32])[CH2:10][CH2:9]1)=O)(C)(C)C.F[C:34](F)(F)C(O)=O.C(N(CC)CC)C.C([N:49]1[CH:53]=[CH:52][N:51]=[CH:50]1)([N:49]1[CH:53]=[CH:52][N:51]=[CH:50]1)=O. Product: [N:49]1([C:6]([N:8]2[CH2:9][CH2:10][N:11]([C:14]3[CH:19]=[CH:18][C:17]([N:20]4[CH2:24][C@H:23]([CH2:25][NH:26][C:27](=[O:28])[S:29][CH3:34])[O:22][C:21]4=[O:31])=[CH:16][C:15]=3[F:32])[CH2:12][CH2:13]2)=[O:5])[CH:53]=[CH:52][N:51]=[CH:50]1. The catalyst class is: 34. (4) The catalyst class is: 10. Reactant: [F:1][C:2]1[CH:7]=[CH:6][C:5]([C:8]2[N:12]([CH2:13][C:14]3[CH:19]=[CH:18][CH:17]=[CH:16][N:15]=3)[N:11]=[C:10]([CH3:20])[CH:9]=2)=[CH:4][CH:3]=1.[Br:21]N1C(=O)CCC1=O. Product: [Br:21][C:9]1[C:10]([CH3:20])=[N:11][N:12]([CH2:13][C:14]2[CH:19]=[CH:18][CH:17]=[CH:16][N:15]=2)[C:8]=1[C:5]1[CH:4]=[CH:3][C:2]([F:1])=[CH:7][CH:6]=1.